This data is from NCI-60 drug combinations with 297,098 pairs across 59 cell lines. The task is: Regression. Given two drug SMILES strings and cell line genomic features, predict the synergy score measuring deviation from expected non-interaction effect. (1) Drug 1: C1=CC(=CC=C1C#N)C(C2=CC=C(C=C2)C#N)N3C=NC=N3. Drug 2: C1=CN(C=N1)CC(O)(P(=O)(O)O)P(=O)(O)O. Cell line: NCI-H226. Synergy scores: CSS=6.39, Synergy_ZIP=-2.22, Synergy_Bliss=0.284, Synergy_Loewe=3.41, Synergy_HSA=1.34. (2) Drug 1: CC1=C(C(CCC1)(C)C)C=CC(=CC=CC(=CC(=O)O)C)C. Drug 2: CC12CCC3C(C1CCC2OP(=O)(O)O)CCC4=C3C=CC(=C4)OC(=O)N(CCCl)CCCl.[Na+]. Cell line: NCI/ADR-RES. Synergy scores: CSS=-3.67, Synergy_ZIP=2.65, Synergy_Bliss=1.41, Synergy_Loewe=-3.45, Synergy_HSA=-4.26.